This data is from Forward reaction prediction with 1.9M reactions from USPTO patents (1976-2016). The task is: Predict the product of the given reaction. (1) Given the reactants [NH2:1][C:2]1[CH:10]=[C:9]([F:11])[CH:8]=[CH:7][C:3]=1[C:4]([OH:6])=[O:5].S(Cl)(Cl)=O.[CH3:16]O, predict the reaction product. The product is: [NH2:1][C:2]1[CH:10]=[C:9]([F:11])[CH:8]=[CH:7][C:3]=1[C:4]([O:6][CH3:16])=[O:5]. (2) Given the reactants CN(C)C=O.C(OC([N:13]1[CH2:18][CH2:17][N:16]([C:19]2[C:20]([O:25]CCO)=[N:21][CH:22]=[CH:23][N:24]=2)[CH2:15][CH2:14]1)=O)(C)(C)C.[C:29]1(P(C2C=CC=CC=2)C2C=CC=CC=2)C=CC=C[CH:30]=1.[Cl:48][C:49]1[CH:54]=[CH:53][C:52]([OH:55])=[C:51]([F:56])[CH:50]=1, predict the reaction product. The product is: [Cl:48][C:49]1[CH:54]=[CH:53][C:52]([O:55][CH2:29][CH2:30][N:21]2[CH:22]=[CH:23][N:24]=[C:19]([N:16]3[CH2:15][CH2:14][NH:13][CH2:18][CH2:17]3)[C:20]2=[O:25])=[C:51]([F:56])[CH:50]=1. (3) Given the reactants [OH:1][NH:2][C:3](=[NH:19])[C:4]1[CH:9]=[CH:8][C:7]([O:10][C:11]2[CH:16]=[CH:15][C:14]([CH3:17])=[CH:13][C:12]=2[OH:18])=[CH:6][CH:5]=1.[C:20](C1NC=CN=1)(C1NC=CN=1)=[O:21], predict the reaction product. The product is: [OH:18][C:12]1[CH:13]=[C:14]([CH3:17])[CH:15]=[CH:16][C:11]=1[O:10][C:7]1[CH:6]=[CH:5][C:4]([C:3]2[NH:19][C:20](=[O:21])[O:1][N:2]=2)=[CH:9][CH:8]=1. (4) Given the reactants [Br:1][C:2]1[N:3]=[C:4]([CH2:21]C)[C:5]([NH:10][C@@H:11]2[C:19]3[C:14](=[CH:15][CH:16]=[CH:17][CH:18]=3)[CH2:13][C@@H:12]2O)=[N:6][C:7]=1[CH2:8]C.C1(NC2C(C)=NC=C(C)N=2)C2C(=CC=CC=2)CC1, predict the reaction product. The product is: [Br:1][C:2]1[N:3]=[C:4]([CH3:21])[C:5]([NH:10][CH:11]2[C:19]3[C:14](=[CH:15][CH:16]=[CH:17][CH:18]=3)[CH2:13][CH2:12]2)=[N:6][C:7]=1[CH3:8].